This data is from TCR-epitope binding with 47,182 pairs between 192 epitopes and 23,139 TCRs. The task is: Binary Classification. Given a T-cell receptor sequence (or CDR3 region) and an epitope sequence, predict whether binding occurs between them. (1) The epitope is KTWGQYWQV. The TCR CDR3 sequence is CASSLGGGTGELFF. Result: 1 (the TCR binds to the epitope). (2) The epitope is LLWNGPMAV. The TCR CDR3 sequence is CASSEALGSTSYEQYF. Result: 1 (the TCR binds to the epitope). (3) The epitope is SEISMDNSPNL. The TCR CDR3 sequence is CASSLAGGGSGANVLTF. Result: 1 (the TCR binds to the epitope). (4) Result: 1 (the TCR binds to the epitope). The TCR CDR3 sequence is CASSGLAGGLFYEQYF. The epitope is FLPRVFSAV.